Task: Predict the reactants needed to synthesize the given product.. Dataset: Full USPTO retrosynthesis dataset with 1.9M reactions from patents (1976-2016) (1) Given the product [Br:1][C:2]1[CH:3]=[C:4]([CH:8]=[CH:9][N:10]=1)[C:5]([N:18]([O:27][CH3:26])[CH3:22])=[O:6], predict the reactants needed to synthesize it. The reactants are: [Br:1][C:2]1[CH:3]=[C:4]([CH:8]=[CH:9][N:10]=1)[C:5](O)=[O:6].C1N=CN(C([N:18]2[CH:22]=NC=C2)=O)C=1.CN([CH:26]=[O:27])C. (2) Given the product [NH2:9][C:3]1[CH:4]=[C:5]([F:8])[CH:6]=[CH:7][C:2]=1[SH:21], predict the reactants needed to synthesize it. The reactants are: Cl[C:2]1[CH:7]=[CH:6][C:5]([F:8])=[CH:4][C:3]=1[N+:9]([O-])=O.O.O.O.O.O.O.O.O.O.[S-2:21].[Na+].[Na+]. (3) Given the product [CH2:1]([O:3][CH2:4][N:5]([C:23]1[CH:27]=[C:26]([CH3:28])[O:25][N:24]=1)[S:6]([C:9]1[CH:13]=[C:12]([CH3:14])[S:11][C:10]=1[C:15]1[CH:16]=[CH:17][C:18]([CH2:21][OH:22])=[CH:19][CH:20]=1)(=[O:7])=[O:8])[CH3:2], predict the reactants needed to synthesize it. The reactants are: [CH2:1]([O:3][CH2:4][N:5]([C:23]1[CH:27]=[C:26]([CH3:28])[O:25][N:24]=1)[S:6]([C:9]1[CH:13]=[C:12]([CH3:14])[S:11][C:10]=1[C:15]1[CH:20]=[CH:19][C:18]([CH:21]=[O:22])=[CH:17][CH:16]=1)(=[O:8])=[O:7])[CH3:2].[BH4-].[Na+]. (4) Given the product [NH2:2][CH2:1][CH2:3][CH:4]1[C:8]2[C:9]3[N:10]([N:13]=[C:14]([CH2:21][CH3:22])[C:15]=3[C:16]([O:18][CH2:19][CH3:20])=[O:17])[CH:11]=[CH:12][C:7]=2[CH2:6][CH2:5]1, predict the reactants needed to synthesize it. The reactants are: [C:1]([CH2:3][CH:4]1[C:8]2[C:9]3[N:10]([N:13]=[C:14]([CH2:21][CH3:22])[C:15]=3[C:16]([O:18][CH2:19][CH3:20])=[O:17])[CH:11]=[CH:12][C:7]=2[CH2:6][CH2:5]1)#[N:2]. (5) Given the product [Cl:22][C:16]1[CH:17]=[CH:18][C:19]([Cl:21])=[CH:20][C:15]=1[CH:9]1[CH2:8][C:7](=[O:23])[N:6]([CH2:24][C:25]([O:27][C:28]([CH3:31])([CH3:30])[CH3:29])=[O:26])[C:5]2[CH2:4][N:2]([CH3:1])[C:11](=[O:12])[C:10]1=2, predict the reactants needed to synthesize it. The reactants are: [CH3:1][NH2:2].Br[CH2:4][C:5]1[N:6]([CH2:24][C:25]([O:27][C:28]([CH3:31])([CH3:30])[CH3:29])=[O:26])[C:7](=[O:23])[CH2:8][CH:9]([C:15]2[CH:20]=[C:19]([Cl:21])[CH:18]=[CH:17][C:16]=2[Cl:22])[C:10]=1[C:11](OC)=[O:12]. (6) The reactants are: Br[C:2]1[CH:3]=[C:4]2[C:9](=[CH:10][CH:11]=1)[C:8](=[O:12])[NH:7][C:6](=[O:13])/[C:5]/2=[CH:14]\[NH:15][C:16]1[CH:21]=[CH:20][C:19]([N:22]2[CH2:27][CH2:26][N:25]([CH3:28])[CH2:24][CH2:23]2)=[CH:18][CH:17]=1.[C:29]1([C:35]#[CH:36])[CH:34]=[CH:33][CH:32]=[CH:31][CH:30]=1.C(N(CC)CC)C.[Al]. Given the product [CH3:28][N:25]1[CH2:24][CH2:23][N:22]([C:19]2[CH:18]=[CH:17][C:16]([NH:15]/[CH:14]=[C:5]3\[C:6](=[O:13])[NH:7][C:8](=[O:12])[C:9]4[C:4]\3=[CH:3][C:2]([C:36]#[C:35][C:29]3[CH:34]=[CH:33][CH:32]=[CH:31][CH:30]=3)=[CH:11][CH:10]=4)=[CH:21][CH:20]=2)[CH2:27][CH2:26]1, predict the reactants needed to synthesize it. (7) Given the product [CH2:24]([O:26][C:27]([C@@H:29]1[CH2:31][C@@H:30]1[C:32]1[CH:37]=[CH:36][C:35]([C:2]2[CH:7]=[CH:6][C:5]([C:8]3[O:12][N:11]=[C:10]([CH3:13])[C:9]=3[CH2:14][S:15][CH2:16][CH2:17][C:18]3[CH:23]=[CH:22][CH:21]=[CH:20][CH:19]=3)=[CH:4][CH:3]=2)=[CH:34][CH:33]=1)=[O:28])[CH3:25], predict the reactants needed to synthesize it. The reactants are: Br[C:2]1[CH:7]=[CH:6][C:5]([C:8]2[O:12][N:11]=[C:10]([CH3:13])[C:9]=2[CH2:14][S:15][CH2:16][CH2:17][C:18]2[CH:23]=[CH:22][CH:21]=[CH:20][CH:19]=2)=[CH:4][CH:3]=1.[CH2:24]([O:26][C:27]([C@@H:29]1[CH2:31][C@@H:30]1[C:32]1[CH:37]=[CH:36][C:35](B2OC(C)(C)C(C)(C)O2)=[CH:34][CH:33]=1)=[O:28])[CH3:25].